Task: Regression. Given a peptide amino acid sequence and an MHC pseudo amino acid sequence, predict their binding affinity value. This is MHC class I binding data.. Dataset: Peptide-MHC class I binding affinity with 185,985 pairs from IEDB/IMGT The peptide sequence is EEITPHCAL. The MHC is HLA-B40:01 with pseudo-sequence HLA-B40:01. The binding affinity (normalized) is 0.696.